Dataset: Full USPTO retrosynthesis dataset with 1.9M reactions from patents (1976-2016). Task: Predict the reactants needed to synthesize the given product. (1) Given the product [O:10]=[C:3]1[C:4]2[C:9](=[CH:8][CH:7]=[CH:6][CH:5]=2)[C:1](=[O:11])[N:12]1[CH2:13][CH2:14][C:15]([OH:17])=[O:16], predict the reactants needed to synthesize it. The reactants are: [C:1]1(=[O:11])[C:9]2[C:4](=[CH:5][CH:6]=[CH:7][CH:8]=2)[C:3](=[O:10])O1.[NH2:12][CH2:13][CH2:14][C:15]([OH:17])=[O:16]. (2) Given the product [F:9][C@H:10]1[C@@H:15]([O:16][C:17]2[CH:24]=[CH:23][C:22]([C:25]3[N:30]=[C:29]([NH:31][C:32]4[CH:37]=[CH:36][C:35]([N:38]5[CH2:39][CH2:40][N:41]([CH:44]6[CH2:47][O:46][CH2:45]6)[CH2:42][CH2:43]5)=[CH:34][CH:33]=4)[N:28]=[CH:27][N:26]=3)=[CH:21][C:18]=2[C:19]#[N:20])[CH2:14][CH2:13][N:12]([C:6]([C:5]2[NH:1][CH:2]=[N:3][CH:4]=2)=[O:8])[CH2:11]1, predict the reactants needed to synthesize it. The reactants are: [NH:1]1[C:5]([C:6]([OH:8])=O)=[CH:4][N:3]=[CH:2]1.[F:9][C@H:10]1[C@@H:15]([O:16][C:17]2[CH:24]=[CH:23][C:22]([C:25]3[N:30]=[C:29]([NH:31][C:32]4[CH:37]=[CH:36][C:35]([N:38]5[CH2:43][CH2:42][N:41]([CH:44]6[CH2:47][O:46][CH2:45]6)[CH2:40][CH2:39]5)=[CH:34][CH:33]=4)[N:28]=[CH:27][N:26]=3)=[CH:21][C:18]=2[C:19]#[N:20])[CH2:14][CH2:13][NH:12][CH2:11]1.